From a dataset of Forward reaction prediction with 1.9M reactions from USPTO patents (1976-2016). Predict the product of the given reaction. Given the reactants C([O:3][C:4](=[O:17])[CH2:5][O:6][C:7]1[CH:12]=[CH:11][C:10]([SH:13])=[CH:9][C:8]=1[CH2:14][CH2:15][CH3:16])C.Cl[CH2:19][C:20]1[N:21]=[C:22]([C:26]2[CH:31]=[CH:30][C:29]([C:32]([F:35])([F:34])[F:33])=[CH:28][CH:27]=2)[O:23][C:24]=1[CH3:25].C(=O)([O-])[O-].[Cs+].[Cs+], predict the reaction product. The product is: [CH3:25][C:24]1[O:23][C:22]([C:26]2[CH:27]=[CH:28][C:29]([C:32]([F:35])([F:33])[F:34])=[CH:30][CH:31]=2)=[N:21][C:20]=1[CH2:19][S:13][C:10]1[CH:11]=[CH:12][C:7]([O:6][CH2:5][C:4]([OH:3])=[O:17])=[C:8]([CH2:14][CH2:15][CH3:16])[CH:9]=1.